Dataset: Caco-2 cell permeability data measuring drug intestinal absorption for ~900 compounds. Task: Regression/Classification. Given a drug SMILES string, predict its absorption, distribution, metabolism, or excretion properties. Task type varies by dataset: regression for continuous measurements (e.g., permeability, clearance, half-life) or binary classification for categorical outcomes (e.g., BBB penetration, CYP inhibition). For this dataset (caco2_wang), we predict Y. The molecule is COc1cc(C(=O)N2CC[C@](CCN3CCC(C(N)=O)(c4ccccc4)CC3)(c3ccc(Cl)c(Cl)c3)C2)cc(OC)c1OC. The Y is -5.41 log Papp (cm/s).